This data is from Catalyst prediction with 721,799 reactions and 888 catalyst types from USPTO. The task is: Predict which catalyst facilitates the given reaction. Reactant: [CH:1]1([CH2:4][N:5]2[CH:9]=[C:8]([C:10]3[CH:11]=[C:12]4[N:18]=[CH:17][N:16]([C:19]5[CH:20]=[C:21]([NH2:33])[CH:22]=[C:23]([C:25]6[CH:30]=[CH:29][C:28]([F:31])=[CH:27][C:26]=6[F:32])[CH:24]=5)[C:13]4=[N:14][CH:15]=3)[N:7]=[N:6]2)[CH2:3][CH2:2]1.N1C=CC=CC=1.[CH2:40]([S:42](Cl)(=[O:44])=[O:43])[CH3:41]. The catalyst class is: 2. Product: [CH:1]1([CH2:4][N:5]2[CH:9]=[C:8]([C:10]3[CH:11]=[C:12]4[N:18]=[CH:17][N:16]([C:19]5[CH:20]=[C:21]([NH:33][S:42]([CH2:40][CH3:41])(=[O:44])=[O:43])[CH:22]=[C:23]([C:25]6[CH:30]=[CH:29][C:28]([F:31])=[CH:27][C:26]=6[F:32])[CH:24]=5)[C:13]4=[N:14][CH:15]=3)[N:7]=[N:6]2)[CH2:2][CH2:3]1.